From a dataset of Full USPTO retrosynthesis dataset with 1.9M reactions from patents (1976-2016). Predict the reactants needed to synthesize the given product. (1) Given the product [Cl:30][C:27]1[CH:28]=[CH:29][C:24]([O:23][C:11]2[C:10]3[C:14](=[CH:15][CH:16]=[C:8]([NH:7][S:3]([CH2:1][CH3:2])(=[O:5])=[O:4])[CH:9]=3)[N:13]([CH2:17][C:18]([OH:20])=[O:19])[C:12]=2[CH3:22])=[CH:25][CH:26]=1, predict the reactants needed to synthesize it. The reactants are: [CH2:1]([S:3](Cl)(=[O:5])=[O:4])[CH3:2].[NH2:7][C:8]1[CH:9]=[C:10]2[C:14](=[CH:15][CH:16]=1)[N:13]([CH2:17][C:18]([O:20]C)=[O:19])[C:12]([CH3:22])=[C:11]2[O:23][C:24]1[CH:29]=[CH:28][C:27]([Cl:30])=[CH:26][CH:25]=1. (2) Given the product [Cl:12][C:9]1[CH:10]=[C:11]2[C:6]([CH:5]=[CH:4][C:3]([CH3:13])=[C:2]2[CH:21]=[O:22])=[CH:7][CH:8]=1, predict the reactants needed to synthesize it. The reactants are: Br[C:2]1[C:11]2[C:6](=[CH:7][CH:8]=[C:9]([Cl:12])[CH:10]=2)[CH:5]=[CH:4][C:3]=1[CH3:13].C([Li])CCC.CN(C)[CH:21]=[O:22]. (3) Given the product [Cl:1][C:2]1[CH:3]=[C:4]([C:9]2[N:13]([C:14]3[CH:19]=[CH:18][CH:17]=[C:16]([Cl:20])[CH:15]=3)[N:12]=[C:11]([C:21]([OH:23])=[O:22])[CH:10]=2)[CH:5]=[CH:6][C:7]=1[F:8], predict the reactants needed to synthesize it. The reactants are: [Cl:1][C:2]1[CH:3]=[C:4]([C:9]2[N:13]([C:14]3[CH:19]=[CH:18][CH:17]=[C:16]([Cl:20])[CH:15]=3)[N:12]=[C:11]([C:21]([O:23]CC)=[O:22])[CH:10]=2)[CH:5]=[CH:6][C:7]=1[F:8].ClC1C=C(N2C(C3C=C(F)C=C(Cl)C=3)=CC(C(O)=O)=N2)C=CC=1F. (4) Given the product [ClH:16].[CH3:15][C@:9]([C:13]#[CH:14])([C:10]([OH:12])=[O:11])[NH2:8], predict the reactants needed to synthesize it. The reactants are: C(OC([NH:8][C@@:9]([CH3:15])([C:13]#[CH:14])[C:10]([OH:12])=[O:11])=O)(C)(C)C.[ClH:16]. (5) Given the product [C:1]([C:5]1[CH:12]=[CH:11][C:8]([CH2:9][NH:16][CH2:15][CH2:13][OH:14])=[CH:7][CH:6]=1)([CH3:4])([CH3:3])[CH3:2], predict the reactants needed to synthesize it. The reactants are: [C:1]([C:5]1[CH:12]=[CH:11][C:8]([CH:9]=O)=[CH:7][CH:6]=1)([CH3:4])([CH3:3])[CH3:2].[CH2:13]([CH2:15][NH2:16])[OH:14].[BH4-].[Na+].